This data is from Full USPTO retrosynthesis dataset with 1.9M reactions from patents (1976-2016). The task is: Predict the reactants needed to synthesize the given product. (1) Given the product [Cl:1][C:2]1[CH:10]=[CH:9][C:8]2[N:7](/[CH:11]=[C:12](/[C:18]3[CH:19]=[CH:20][C:21]([F:24])=[CH:22][CH:23]=3)\[CH2:13][CH2:14][CH2:15][CH3:16])[C:6]3[CH2:25][CH2:26][N:27]([CH3:29])[CH2:28][C:5]=3[C:4]=2[CH:3]=1, predict the reactants needed to synthesize it. The reactants are: [Cl:1][C:2]1[CH:10]=[CH:9][C:8]2[N:7]([CH2:11][C:12]([C:18]3[CH:23]=[CH:22][C:21]([F:24])=[CH:20][CH:19]=3)(O)[CH2:13][CH2:14][CH2:15][CH3:16])[C:6]3[CH2:25][CH2:26][N:27]([CH3:29])[CH2:28][C:5]=3[C:4]=2[CH:3]=1.[OH-].[K+]. (2) The reactants are: NC1C=C([F:11])C=CC=1C([O-])=O.[C:12]([N:15]([CH2:34][C:35]1[CH:40]=[C:39]([C:41]([F:44])([F:43])[F:42])[CH:38]=[C:37]([C:45]([F:48])([F:47])[F:46])[CH:36]=1)[CH:16]1[CH2:22][CH2:21][CH2:20][N:19]([C:23]([O:25][CH:26]([CH3:28])[CH3:27])=[O:24])[C:18]2[CH:29]=[C:30](Br)[CH:31]=[CH:32][C:17]1=2)(=[O:14])[CH3:13]. Given the product [C:12]([N:15]([CH2:34][C:35]1[CH:40]=[C:39]([C:41]([F:44])([F:43])[F:42])[CH:38]=[C:37]([C:45]([F:48])([F:47])[F:46])[CH:36]=1)[CH:16]1[CH2:22][CH2:21][CH2:20][N:19]([C:23]([O:25][CH:26]([CH3:28])[CH3:27])=[O:24])[C:18]2[CH:29]=[C:30]([F:11])[CH:31]=[CH:32][C:17]1=2)(=[O:14])[CH3:13], predict the reactants needed to synthesize it. (3) Given the product [CH2:32]([N:34]([CH2:38][CH3:39])[C:35]([N:29]1[CH2:28][CH2:27][N:26]([C:24]([C:6]2[N:5]([CH:2]([CH3:3])[CH3:4])[C:13]3[C:8]([CH:7]=2)=[CH:9][C:10]([O:14][CH:15]2[CH2:20][CH2:19][N:18]([CH:21]([CH3:23])[CH3:22])[CH2:17][CH2:16]2)=[CH:11][CH:12]=3)=[O:25])[CH2:31][CH2:30]1)=[O:36])[CH3:33], predict the reactants needed to synthesize it. The reactants are: Cl.[CH:2]([N:5]1[C:13]2[C:8](=[CH:9][C:10]([O:14][CH:15]3[CH2:20][CH2:19][N:18]([CH:21]([CH3:23])[CH3:22])[CH2:17][CH2:16]3)=[CH:11][CH:12]=2)[CH:7]=[C:6]1[C:24]([N:26]1[CH2:31][CH2:30][NH:29][CH2:28][CH2:27]1)=[O:25])([CH3:4])[CH3:3].[CH2:32]([N:34]([CH2:38][CH3:39])[C:35](Cl)=[O:36])[CH3:33]. (4) Given the product [NH2:1][C:2]1[C:11]([N:12]2[CH2:17][CH2:16][O:15][CH2:14][CH2:13]2)=[CH:10][C:9]2[C:4](=[CH:5][CH:6]=[C:7]([C:18]3[C:23]([CH3:24])=[CH:22][CH:21]=[CH:20][C:19]=3[C:25]([C:27]3[CH:28]=[CH:29][CH:30]=[CH:31][CH:32]=3)=[N:35][OH:34])[CH:8]=2)[N:3]=1, predict the reactants needed to synthesize it. The reactants are: [NH2:1][C:2]1[C:11]([N:12]2[CH2:17][CH2:16][O:15][CH2:14][CH2:13]2)=[CH:10][C:9]2[C:4](=[CH:5][CH:6]=[C:7]([C:18]3[C:23]([CH3:24])=[CH:22][CH:21]=[CH:20][C:19]=3[C:25]([C:27]3[CH:32]=[CH:31][CH:30]=[CH:29][CH:28]=3)=O)[CH:8]=2)[N:3]=1.[Cl-].[OH:34][NH3+:35]. (5) Given the product [CH2:1]([O:7][C:8]1[C:9](=[O:20])[O:10][C:11]2[C:18]([O:19][CH2:29][CH2:22][CH2:23][C:24]([O:26][CH2:27][CH3:28])=[O:25])=[CH:17][CH:16]=[CH:15][C:12]=2[C:13]=1[OH:14])[CH2:2][CH2:3][CH2:4][CH2:5][CH3:6], predict the reactants needed to synthesize it. The reactants are: [CH2:1]([O:7][C:8]1[C:9](=[O:20])[O:10][C:11]2[C:18]([OH:19])=[CH:17][CH:16]=[CH:15][C:12]=2[C:13]=1[OH:14])[CH2:2][CH2:3][CH2:4][CH2:5][CH3:6].Br[CH:22]([CH3:29])[CH2:23][C:24]([O:26][CH2:27][CH3:28])=[O:25].